This data is from Full USPTO retrosynthesis dataset with 1.9M reactions from patents (1976-2016). The task is: Predict the reactants needed to synthesize the given product. (1) Given the product [CH2:1]([O:5][C:6]1[CH:7]=[CH:8][C:9]([CH2:12][N:17]=[C:31]=[O:39])=[CH:10][CH:11]=1)[CH:2]([CH3:3])[CH3:4], predict the reactants needed to synthesize it. The reactants are: [CH2:1]([O:5][C:6]1[CH:11]=[CH:10][C:9]([CH2:12]C(O)=O)=[CH:8][CH:7]=1)[CH:2]([CH3:4])[CH3:3].C[N:17]([CH3:31])C1C2C(=CC=CC=2N(C)C)C=CC=1.C1(P(N=[N+]=[N-])(C2C=CC=CC=2)=[O:39])C=CC=CC=1. (2) Given the product [CH:1]([C:4]1[C:8]2[CH:9]=[CH:10][CH:11]=[CH:12][C:7]=2[O:6][C:5]=1[CH2:13][N:14]([CH3:15])[C:30](=[O:32])/[CH:29]=[CH:28]/[C:25]1[CH:26]=[N:27][C:21]2[NH:20][C:19](=[O:45])[CH2:18][O:23][C:22]=2[CH:24]=1)([CH3:3])[CH3:2], predict the reactants needed to synthesize it. The reactants are: [CH:1]([C:4]1[C:8]2[CH:9]=[CH:10][CH:11]=[CH:12][C:7]=2[O:6][C:5]=1[CH2:13][NH:14][CH3:15])([CH3:3])[CH3:2].Cl.C[C:18]1(C)[O:23][C:22]2[CH:24]=[C:25]([CH:28]=[CH:29][C:30]([OH:32])=O)[CH:26]=[N:27][C:21]=2[NH:20][CH2:19]1.CN(C)CCCN=C=NCC.[OH2:45].